From a dataset of Forward reaction prediction with 1.9M reactions from USPTO patents (1976-2016). Predict the product of the given reaction. Given the reactants [NH2:1][CH2:2][CH2:3][C:4]([C:7]1[CH:12]=[CH:11][CH:10]=[CH:9][CH:8]=1)([OH:6])[CH3:5].Cl[C:14](Cl)([O:16]C(=O)OC(Cl)(Cl)Cl)Cl.CCN(CC)CC, predict the reaction product. The product is: [CH3:5][C:4]1([C:7]2[CH:12]=[CH:11][CH:10]=[CH:9][CH:8]=2)[O:6][C:14](=[O:16])[NH:1][CH2:2][CH2:3]1.